Dataset: Forward reaction prediction with 1.9M reactions from USPTO patents (1976-2016). Task: Predict the product of the given reaction. (1) Given the reactants [BH4-].[Na+].[CH2:3]([O:5][C:6]([C:8]1[CH:12]=[C:11]([N:13]2[CH:17]=[CH:16][C:15]([CH:18]=[O:19])=[CH:14]2)[N:10]([C:20]2[CH:21]=[N:22][C:23]([O:26][CH3:27])=[CH:24][CH:25]=2)[N:9]=1)=[O:7])[CH3:4].[Cl-].[NH4+], predict the reaction product. The product is: [CH2:3]([O:5][C:6]([C:8]1[CH:12]=[C:11]([N:13]2[CH:17]=[CH:16][C:15]([CH2:18][OH:19])=[CH:14]2)[N:10]([C:20]2[CH:21]=[N:22][C:23]([O:26][CH3:27])=[CH:24][CH:25]=2)[N:9]=1)=[O:7])[CH3:4]. (2) Given the reactants [C:1]([P:5](Cl)[C:6]([CH3:9])([CH3:8])[CH3:7])([CH3:4])([CH3:3])[CH3:2].O1CCC[CH2:12]1.C[Mg]Br.C1(C)C=CC=CC=1, predict the reaction product. The product is: [C:1]([P:5]([C:6]([CH3:9])([CH3:8])[CH3:7])[CH3:12])([CH3:4])([CH3:3])[CH3:2].